Dataset: Forward reaction prediction with 1.9M reactions from USPTO patents (1976-2016). Task: Predict the product of the given reaction. (1) Given the reactants Cl[C:2]1[N:7]=[CH:6][C:5]([C:8]2[CH:9]=[N:10][CH:11]=[C:12]([O:14][CH3:15])[CH:13]=2)=[C:4]([NH:16][C:17]2[C:26]3[C:21](=[CH:22][C:23]([F:28])=[CH:24][C:25]=3[F:27])[N:20]=[C:19]([N:29]3[CH2:33][CH2:32][CH2:31][C:30]3=[O:34])[C:18]=2[CH3:35])[CH:3]=1.[F:36][C:37]1[CH:42]=[C:41](B(O)O)[CH:40]=[CH:39][N:38]=1.C1(P(C2CCCCC2)C2(OC)CC=CC(OC)=C2C2C=CC=CC=2)CCCCC1.COC1C=CC=C(OC)C=1C1C=CC=CC=1P(C1CCCCC1)C1CCCCC1.[O-]P([O-])([O-])=O.[K+].[K+].[K+], predict the reaction product. The product is: [F:27][C:25]1[CH:24]=[C:23]([F:28])[CH:22]=[C:21]2[C:26]=1[C:17]([NH:16][C:4]1[CH:3]=[C:2]([C:41]3[CH:40]=[CH:39][N:38]=[C:37]([F:36])[CH:42]=3)[N:7]=[CH:6][C:5]=1[C:8]1[CH:9]=[N:10][CH:11]=[C:12]([O:14][CH3:15])[CH:13]=1)=[C:18]([CH3:35])[C:19]([N:29]1[CH2:33][CH2:32][CH2:31][C:30]1=[O:34])=[N:20]2. (2) Given the reactants [F:1][C:2]1[CH:3]=[C:4]([CH:8]([C:33]2[CH:38]=[CH:37][CH:36]=[C:35]([F:39])[CH:34]=2)[C:9]2[S:13][C:12]([C:14]([NH:16][C@@H:17]([CH2:22][CH2:23][CH2:24][NH:25][C:26]([O:28][C:29]([CH3:32])([CH3:31])[CH3:30])=[O:27])[C:18]([O:20]C)=[O:19])=[O:15])=[CH:11][CH:10]=2)[CH:5]=[CH:6][CH:7]=1, predict the reaction product. The product is: [F:1][C:2]1[CH:3]=[C:4]([CH:8]([C:33]2[CH:38]=[CH:37][CH:36]=[C:35]([F:39])[CH:34]=2)[C:9]2[S:13][C:12]([C:14]([NH:16][C@@H:17]([CH2:22][CH2:23][CH2:24][NH:25][C:26]([O:28][C:29]([CH3:31])([CH3:32])[CH3:30])=[O:27])[C:18]([OH:20])=[O:19])=[O:15])=[CH:11][CH:10]=2)[CH:5]=[CH:6][CH:7]=1. (3) Given the reactants [OH:1][C:2]1[CH:3]=[C:4]([CH:9]=[C:10]([O:13][CH3:14])[C:11]=1[OH:12])[C:5]([O:7][CH3:8])=[O:6].[F-].[K+].Br[CH2:18]Br.C(OCC)(=O)C.CCCCCC, predict the reaction product. The product is: [CH3:14][O:13][C:10]1[C:11]2[O:12][CH2:18][O:1][C:2]=2[CH:3]=[C:4]([C:5]([O:7][CH3:8])=[O:6])[CH:9]=1. (4) Given the reactants [Cl:1][C:2]1[CH:7]=[C:6]([Cl:8])[CH:5]=[C:4]([Cl:9])[C:3]=1[C:10]#[C:11][CH2:12][OH:13].[OH-].[Na+].[CH2:16]([SH:28])[CH2:17][CH2:18][CH2:19][CH2:20][CH2:21][CH2:22][CH2:23][CH2:24][CH2:25][CH2:26][CH3:27], predict the reaction product. The product is: [CH2:16]([S:28][CH:12]([OH:13])[CH:11]=[CH:10][C:3]1[C:2]([Cl:1])=[CH:7][C:6]([Cl:8])=[CH:5][C:4]=1[Cl:9])[CH2:17][CH2:18][CH2:19][CH2:20][CH2:21][CH2:22][CH2:23][CH2:24][CH2:25][CH2:26][CH3:27]. (5) Given the reactants [O:1]=[C:2]1[N:7]([CH2:8][CH2:9][CH3:10])[N:6]=[C:5]([C:11]2[S:15][C:14]([C:16]([O:18]CC)=O)=[N:13][C:12]=2[C:21]2[CH:26]=[CH:25][CH:24]=[CH:23][CH:22]=2)[CH:4]=[CH:3]1.[CH:27]([NH2:30])([CH3:29])[CH3:28], predict the reaction product. The product is: [CH:27]([NH:30][C:16]([C:14]1[S:15][C:11]([C:5]2[CH:4]=[CH:3][C:2](=[O:1])[N:7]([CH2:8][CH2:9][CH3:10])[N:6]=2)=[C:12]([C:21]2[CH:26]=[CH:25][CH:24]=[CH:23][CH:22]=2)[N:13]=1)=[O:18])([CH3:29])[CH3:28]. (6) Given the reactants [NH:1]1[CH:5]=[C:4]([C:6]2[CH:22]=[CH:21][C:9]3[C:10]4[N:11]=[C:12]([C:18]([OH:20])=O)[S:13][C:14]=4[CH2:15][CH2:16][O:17][C:8]=3[CH:7]=2)[CH:3]=[N:2]1.[CH2:23]([N:25]([CH2:31][CH3:32])[C@@H:26]1[CH2:30][CH2:29][NH:28][CH2:27]1)[CH3:24], predict the reaction product. The product is: [CH2:23]([N:25]([CH2:31][CH3:32])[C@@H:26]1[CH2:30][CH2:29][N:28]([C:18]([C:12]2[S:13][C:14]3[CH2:15][CH2:16][O:17][C:8]4[CH:7]=[C:6]([C:4]5[CH:5]=[N:1][NH:2][CH:3]=5)[CH:22]=[CH:21][C:9]=4[C:10]=3[N:11]=2)=[O:20])[CH2:27]1)[CH3:24]. (7) Given the reactants [CH2:1]([O:3][C:4]([N:6]1[CH2:15][CH2:14][C:13]2[C:8](=[CH:9][C:10]([OH:16])=[CH:11][CH:12]=2)[CH2:7]1)=[O:5])[CH3:2].C(=O)([O-])[O-].[K+].[K+].[Cl:23][C:24]1[CH:31]=[CH:30][C:27]([CH2:28]Br)=[CH:26][CH:25]=1, predict the reaction product. The product is: [CH2:1]([O:3][C:4]([N:6]1[CH2:15][CH2:14][C:13]2[C:8](=[CH:9][C:10]([O:16][CH2:28][C:27]3[CH:30]=[CH:31][C:24]([Cl:23])=[CH:25][CH:26]=3)=[CH:11][CH:12]=2)[CH2:7]1)=[O:5])[CH3:2]. (8) Given the reactants [Br:1][C:2]1[CH:21]=[CH:20][C:5]([CH2:6][C:7]2([C:18]#N)[CH2:10][N:9]([C:11]([O:13][C:14]([CH3:17])([CH3:16])[CH3:15])=[O:12])[CH2:8]2)=[C:4](I)[CH:3]=1.[Li]CCCC.C1C[O:31]CC1, predict the reaction product. The product is: [Br:1][C:2]1[CH:21]=[C:20]2[C:5]([CH2:6][C:7]3([CH2:10][N:9]([C:11]([O:13][C:14]([CH3:17])([CH3:16])[CH3:15])=[O:12])[CH2:8]3)[C:18]2=[O:31])=[CH:4][CH:3]=1. (9) The product is: [C:32]([N:35]1[CH2:36][CH2:37][N:38]([CH2:48][CH2:49][CH2:50][O:24][C:18]2[CH:17]=[C:16]3[C:21]([C:12]([O:11][C:10]4[C:2]([F:1])=[C:3]5[C:7](=[CH:8][CH:9]=4)[NH:6][C:5]([CH3:25])=[CH:4]5)=[N:13][CH:14]=[N:15]3)=[CH:20][C:19]=2[O:22][CH3:23])[CH2:39][CH2:40]1)(=[O:34])[CH3:33]. Given the reactants [F:1][C:2]1[C:10]([O:11][C:12]2[C:21]3[C:16](=[CH:17][C:18]([OH:24])=[C:19]([O:22][CH3:23])[CH:20]=3)[N:15]=[CH:14][N:13]=2)=[CH:9][CH:8]=[C:7]2[C:3]=1[CH:4]=[C:5]([CH3:25])[NH:6]2.C(=O)([O-])[O-].[K+].[K+].[C:32]([N:35]1[CH2:40][CH2:39][N:38](OCCCCl)[CH2:37][CH2:36]1)(=[O:34])[CH3:33].CN1C[CH2:50][CH2:49][C:48]1=O, predict the reaction product. (10) Given the reactants [F:1][C:2]1[CH:3]=[C:4]([C@H:9]2[C@H:13]([NH:14][C:15]([NH:17][C:18]3[N:22]([C:23]4[CH:28]=[CH:27][CH:26]=[CH:25][CH:24]=4)[N:21]=[C:20]([O:29][CH2:30][CH3:31])[C:19]=3[CH3:32])=[O:16])[CH2:12][N:11]([CH2:33][C:34]([O-:36])=[O:35])[CH2:10]2)[CH:5]=[CH:6][C:7]=1[F:8].[Li+].[OH-], predict the reaction product. The product is: [F:1][C:2]1[CH:3]=[C:4]([C@H:9]2[C@H:13]([NH:14][C:15]([NH:17][C:18]3[N:22]([C:23]4[CH:28]=[CH:27][CH:26]=[CH:25][CH:24]=4)[N:21]=[C:20]([O:29][CH2:30][CH3:31])[C:19]=3[CH3:32])=[O:16])[CH2:12][N:11]([CH2:33][C:34]([OH:36])=[O:35])[CH2:10]2)[CH:5]=[CH:6][C:7]=1[F:8].